Dataset: Forward reaction prediction with 1.9M reactions from USPTO patents (1976-2016). Task: Predict the product of the given reaction. (1) Given the reactants [C:1]([O:5][C:6]1[C:11]2[N:12]=[C:13]([O:15][CH:16]([CH3:18])[CH3:17])[S:14][C:10]=2[C:9]([C@@H:19]([OH:22])[CH2:20]Cl)=[CH:8][CH:7]=1)([CH3:4])([CH3:3])[CH3:2].C[Si](C)(C)[N-][Si](C)(C)C.[Na+].CC(CC(C)C)O.[CH2:40]([NH:47][CH2:48][CH2:49][C:50]1[CH:51]=[C:52]([CH2:57][N:58]2[CH2:78][CH2:77][C:61]3([O:66][CH2:65][CH2:64][N:63]([C:67]([C:69]4[N:70]=[C:71]([CH:74]([CH3:76])[CH3:75])[S:72][CH:73]=4)=[O:68])[CH2:62]3)[CH2:60][CH2:59]2)[CH:53]=[CH:54][C:55]=1[F:56])[C:41]1[CH:46]=[CH:45][CH:44]=[CH:43][CH:42]=1, predict the reaction product. The product is: [CH2:40]([N:47]([CH2:20][C@@H:19]([C:9]1[C:10]2[S:14][C:13]([O:15][CH:16]([CH3:18])[CH3:17])=[N:12][C:11]=2[C:6]([O:5][C:1]([CH3:4])([CH3:3])[CH3:2])=[CH:7][CH:8]=1)[OH:22])[CH2:48][CH2:49][C:50]1[CH:51]=[C:52]([CH2:57][N:58]2[CH2:59][CH2:60][C:61]3([O:66][CH2:65][CH2:64][N:63]([C:67]([C:69]4[N:70]=[C:71]([CH:74]([CH3:76])[CH3:75])[S:72][CH:73]=4)=[O:68])[CH2:62]3)[CH2:77][CH2:78]2)[CH:53]=[CH:54][C:55]=1[F:56])[C:41]1[CH:42]=[CH:43][CH:44]=[CH:45][CH:46]=1. (2) Given the reactants Br[C:2]1[CH:11]=[CH:10][CH:9]=[C:8]([Cl:12])[C:3]=1[C:4]([O:6][CH3:7])=[O:5].[B-](F)(F)(F)[CH:14]=[CH2:15].[K+].C(=O)([O-])[O-].[Na+].[Na+], predict the reaction product. The product is: [Cl:12][C:8]1[CH:9]=[CH:10][CH:11]=[C:2]([CH:14]=[CH2:15])[C:3]=1[C:4]([O:6][CH3:7])=[O:5]. (3) Given the reactants [C:1]([N:8]1[CH2:12][CH2:11][C@@H:10]([OH:13])[CH2:9]1)([O:3][C:4]([CH3:7])([CH3:6])[CH3:5])=[O:2].[CH3:14][O:15][C:16]1[CH:17]=[C:18](O)[CH:19]=[CH:20][CH:21]=1, predict the reaction product. The product is: [CH3:14][O:15][C:16]1[CH:21]=[C:20]([CH:19]=[CH:18][CH:17]=1)[O:13][C@H:10]1[CH2:11][CH2:12][N:8]([C:1]([O:3][C:4]([CH3:7])([CH3:6])[CH3:5])=[O:2])[CH2:9]1. (4) Given the reactants Cl.[CH2:2]([C:4]1[N:8]=[C:7]([CH2:9][N:10]2[C:15]3[CH:16]=[C:17]([C:19]4[CH:24]=[CH:23][C:22]([F:25])=[CH:21][C:20]=4[O:26][CH3:27])[S:18][C:14]=3[C:13](=[O:28])[N:12]([CH:29]3[CH2:34][CH2:33][NH:32][CH2:31][CH2:30]3)[C:11]2=[O:35])[O:6][N:5]=1)[CH3:3].[CH2:36]([O:38][C:39]1[C:48]([O:49][CH3:50])=[CH:47][C:46]2[C:45]([C:51]3[CH:59]=[CH:58][C:54]([C:55](O)=[O:56])=[CH:53][CH:52]=3)=[N:44][C@@H:43]3[CH2:60][CH2:61][S:62][CH2:63][C@@H:42]3[C:41]=2[CH:40]=1)[CH3:37].CN(C(ON1N=NC2C=CC=CC1=2)=[N+](C)C)C.F[P-](F)(F)(F)(F)F.CCN(C(C)C)C(C)C, predict the reaction product. The product is: [CH2:36]([O:38][C:39]1[C:48]([O:49][CH3:50])=[CH:47][C:46]2[C:45]([C:51]3[CH:52]=[CH:53][C:54]([C:55]([N:32]4[CH2:33][CH2:34][CH:29]([N:12]5[C:13](=[O:28])[C:14]6[S:18][C:17]([C:19]7[CH:24]=[CH:23][C:22]([F:25])=[CH:21][C:20]=7[O:26][CH3:27])=[CH:16][C:15]=6[N:10]([CH2:9][C:7]6[O:6][N:5]=[C:4]([CH2:2][CH3:3])[N:8]=6)[C:11]5=[O:35])[CH2:30][CH2:31]4)=[O:56])=[CH:58][CH:59]=3)=[N:44][C@@H:43]3[CH2:60][CH2:61][S:62][CH2:63][C@@H:42]3[C:41]=2[CH:40]=1)[CH3:37]. (5) Given the reactants [Ca].[Mg].[CH3:3][C@:4]12[C@@H:13]3[CH2:14][CH2:15][C@@:16]4([O:21][C@@H:22]5[O:27][C@H:26]([CH2:28][OH:29])[C@@H:25]([OH:30])[C@H:24]([OH:31])[C@H:23]5[O:32][C@@H:33]5[O:38][C@H:37]([CH2:39][OH:40])[C@@H:36]([OH:41])[C@H:35]([O:42][C@@H:43]6[O:48][C@H:47]([CH2:49][OH:50])[C@@H:46]([OH:51])[C@H:45]([OH:52])[C@H:44]6[OH:53])[C@H:34]5[OH:54])[C:18]([CH2:20][C@@:12]3([CH2:17]4)[CH2:11][CH2:10][C@@H:9]1[C@@:8]([C:56]([O:58][C@@H:59]1[O:64][C@H:63]([CH2:65][OH:66])[C@@H:62]([OH:67])[C@H:61]([OH:68])[C@H:60]1[OH:69])=[O:57])([CH3:55])[CH2:7][CH2:6][CH2:5]2)=[CH2:19].C(O)[C@@H]([C@@H](CO)O)O, predict the reaction product. The product is: [CH3:3][C@:4]12[C@@H:13]3[CH2:14][CH2:15][C@@:16]4([O:21][C@@H:22]5[O:27][C@H:26]([CH2:28][OH:29])[C@@H:25]([OH:30])[C@H:24]([OH:31])[C@H:23]5[O:32][C@@H:33]5[O:38][C@H:37]([CH2:39][OH:40])[C@@H:36]([OH:41])[C@H:35]([O:42][C@@H:43]6[O:48][C@H:47]([CH2:49][OH:50])[C@@H:46]([OH:51])[C@H:45]([OH:52])[C@H:44]6[OH:53])[C@H:34]5[OH:54])[C:18]([CH2:20][C@@:12]3([CH2:17]4)[CH2:11][CH2:10][C@@H:9]1[C@@:8]([C:56]([O:58][C@@H:59]1[O:64][C@H:63]([CH2:65][OH:66])[C@@H:62]([OH:67])[C@H:61]([OH:68])[C@H:60]1[OH:69])=[O:57])([CH3:55])[CH2:7][CH2:6][CH2:5]2)=[CH2:19].[CH2:39]([OH:40])[C@H:37]1[O:38][C@H:33]([O:32][C@:23]2([CH2:22][OH:21])[O:27][C@H:26]([CH2:28][OH:29])[C@@H:25]([OH:30])[C@@H:24]2[OH:31])[C@H:34]([OH:54])[C@@H:35]([OH:42])[C@@H:36]1[OH:41].